This data is from Forward reaction prediction with 1.9M reactions from USPTO patents (1976-2016). The task is: Predict the product of the given reaction. (1) The product is: [N:11]([CH2:2][CH2:3][CH2:4][CH2:5][CH2:6][C:7]([O:9][CH3:10])=[O:8])=[N+:12]=[N-:13]. Given the reactants Br[CH2:2][CH2:3][CH2:4][CH2:5][CH2:6][C:7]([O:9][CH3:10])=[O:8].[N-:11]=[N+:12]=[N-:13].[Na+].O, predict the reaction product. (2) Given the reactants Br[CH2:2][CH2:3][CH2:4][O:5][C:6]1[CH:11]=[C:10]([N+:12]([O-:14])=[O:13])[CH:9]=[CH:8][C:7]=1[NH:15][CH2:16][CH3:17].CN(C)C=O.CC(C)([O-])C.[K+].O, predict the reaction product. The product is: [CH2:16]([N:15]1[C:7]2[CH:8]=[CH:9][C:10]([N+:12]([O-:14])=[O:13])=[CH:11][C:6]=2[O:5][CH2:4][CH2:3][CH2:2]1)[CH3:17]. (3) Given the reactants [Br:1][C:2]1[C:3]([F:22])=[CH:4][C:5]2[O:15][CH2:14][C:13](=[O:16])[C:12]3[S:11][C:10]([C:17]([O:19][CH2:20][CH3:21])=[O:18])=[N:9][C:8]=3[C:6]=2[CH:7]=1.[CH3:23][Mg]Br.OC1(C)C2SC(C(N)=O)=NC=2C2C=C(C#CC(O)(C)C)C=CC=2OC1, predict the reaction product. The product is: [Br:1][C:2]1[C:3]([F:22])=[CH:4][C:5]2[O:15][CH2:14][C:13]([OH:16])([CH3:23])[C:12]3[S:11][C:10]([C:17]([O:19][CH2:20][CH3:21])=[O:18])=[N:9][C:8]=3[C:6]=2[CH:7]=1.